Dataset: hERG Central: cardiac toxicity at 1µM, 10µM, and general inhibition. Task: Predict hERG channel inhibition at various concentrations. (1) The compound is CCOC(=O)C1(CCc2ccccc2)CCN(C(=O)CCn2cncn2)CC1. Results: hERG_inhib (hERG inhibition (general)): blocker. (2) The molecule is CCN1/C(=C\C=C\C2=[N+](CC)c3ccccc3C2(C)C)C(C)(C)c2ccccc21.[O-][Cl+3]([O-])([O-])[O-]. Results: hERG_inhib (hERG inhibition (general)): blocker.